From a dataset of Reaction yield outcomes from USPTO patents with 853,638 reactions. Predict the reaction yield, written as a fraction of the theoretical maximum amount of product (1.0 means a 100% yield; for example, 0.34 means a 34% yield). (1) The catalyst is CO.O. The reactants are C[O:2][C:3](=[O:14])[C:4]1[CH:9]=[C:8]([N+:10]([O-:12])=[O:11])[CH:7]=[C:6]([Cl:13])[CH:5]=1.[OH-].[Na+]. The yield is 0.920. The product is [Cl:13][C:6]1[CH:5]=[C:4]([CH:9]=[C:8]([N+:10]([O-:12])=[O:11])[CH:7]=1)[C:3]([OH:14])=[O:2]. (2) The reactants are [F:1][C:2]1[C:7]([NH:8][CH2:9][C:10]2[CH:15]=[CH:14][C:13]([F:16])=[CH:12][CH:11]=2)=[CH:6][C:5]([NH2:17])=[C:4]([N+:18]([O-])=O)[CH:3]=1.[Cl-].[NH4+].CCN(C(C)C)C(C)C.Cl[C:33]([O:35][CH2:36][CH3:37])=[O:34]. The catalyst is CO.[Zn]. The product is [CH2:36]([O:35][C:33](=[O:34])[NH:18][C:4]1[CH:3]=[C:2]([F:1])[C:7]([NH:8][CH2:9][C:10]2[CH:15]=[CH:14][C:13]([F:16])=[CH:12][CH:11]=2)=[CH:6][C:5]=1[NH2:17])[CH3:37]. The yield is 0.210.